Dataset: NCI-60 drug combinations with 297,098 pairs across 59 cell lines. Task: Regression. Given two drug SMILES strings and cell line genomic features, predict the synergy score measuring deviation from expected non-interaction effect. (1) Drug 1: CCN(CC)CCNC(=O)C1=C(NC(=C1C)C=C2C3=C(C=CC(=C3)F)NC2=O)C. Drug 2: CN(CC1=CN=C2C(=N1)C(=NC(=N2)N)N)C3=CC=C(C=C3)C(=O)NC(CCC(=O)O)C(=O)O. Cell line: CCRF-CEM. Synergy scores: CSS=36.5, Synergy_ZIP=1.14, Synergy_Bliss=-3.79, Synergy_Loewe=-53.2, Synergy_HSA=-7.42. (2) Drug 1: C1=CC(=CC=C1CCC2=CNC3=C2C(=O)NC(=N3)N)C(=O)NC(CCC(=O)O)C(=O)O. Drug 2: CC1C(C(CC(O1)OC2CC(CC3=C2C(=C4C(=C3O)C(=O)C5=CC=CC=C5C4=O)O)(C(=O)C)O)N)O. Cell line: OVCAR-8. Synergy scores: CSS=49.4, Synergy_ZIP=-0.825, Synergy_Bliss=-8.13, Synergy_Loewe=14.8, Synergy_HSA=0.888. (3) Drug 1: C1=NC2=C(N1)C(=S)N=CN2. Drug 2: C1CCC(C(C1)N)N.C(=O)(C(=O)[O-])[O-].[Pt+4]. Cell line: UO-31. Synergy scores: CSS=18.1, Synergy_ZIP=-6.96, Synergy_Bliss=-1.77, Synergy_Loewe=-3.13, Synergy_HSA=-3.12. (4) Drug 1: C(CCl)NC(=O)N(CCCl)N=O. Drug 2: CC12CCC3C(C1CCC2OP(=O)(O)O)CCC4=C3C=CC(=C4)OC(=O)N(CCCl)CCCl.[Na+]. Cell line: RPMI-8226. Synergy scores: CSS=26.4, Synergy_ZIP=-6.58, Synergy_Bliss=-7.24, Synergy_Loewe=-19.5, Synergy_HSA=-6.96. (5) Drug 1: CC(CN1CC(=O)NC(=O)C1)N2CC(=O)NC(=O)C2. Drug 2: CN(CCCl)CCCl.Cl. Cell line: IGROV1. Synergy scores: CSS=38.2, Synergy_ZIP=1.34, Synergy_Bliss=7.27, Synergy_Loewe=7.22, Synergy_HSA=9.40.